From a dataset of Forward reaction prediction with 1.9M reactions from USPTO patents (1976-2016). Predict the product of the given reaction. Given the reactants [O:1]=[CH:2][C@@H:3]([C@H:5]([C@H:7]([C@@H:9]([CH2:11][OH:12])[OH:10])[OH:8])[OH:6])[OH:4].O=[CH:14][C@H:15]([C@@H:17]1[O:23][CH2:22][C@H:20]([OH:21])[C@H:18]1[OH:19])[OH:16], predict the reaction product. The product is: [CH2:22]1[O:23][C@H:17]2[C@H:15]([OH:16])[C@H:14]([O:6][C@@H:5]([C@@H:7]([OH:8])[C@H:9]([OH:10])[CH2:11][OH:12])[C@@H:3]([OH:4])[CH:2]=[O:1])[O:21][C@@H:20]1[CH:18]2[OH:19].